Task: Predict which catalyst facilitates the given reaction.. Dataset: Catalyst prediction with 721,799 reactions and 888 catalyst types from USPTO (1) Reactant: Br[C:2]1[CH:3]=[C:4]([NH:10][C:11]2[CH:15]=[C:14]([CH3:16])[N:13]([CH2:17][CH3:18])[N:12]=2)[C:5](=[O:9])[N:6]([CH3:8])[CH:7]=1.[C:19]([O:22][CH2:23][C:24]1[C:25]([N:33]2[N:42]=[CH:41][C:40]3[C:35](=[C:36]([F:47])[CH:37]=[C:38]([C:43]([CH3:46])([CH3:45])[CH3:44])[CH:39]=3)[C:34]2=[O:48])=[N:26][CH:27]=[CH:28][C:29]=1B(O)O)(=[O:21])[CH3:20].[O-]P([O-])([O-])=O.[K+].[K+].[K+].C([O-])(=O)C.[Na+]. Product: [C:19]([O:22][CH2:23][C:24]1[C:25]([N:33]2[N:42]=[CH:41][C:40]3[C:35](=[C:36]([F:47])[CH:37]=[C:38]([C:43]([CH3:45])([CH3:44])[CH3:46])[CH:39]=3)[C:34]2=[O:48])=[N:26][CH:27]=[CH:28][C:29]=1[C:2]1[CH:3]=[C:4]([NH:10][C:11]2[CH:15]=[C:14]([CH3:16])[N:13]([CH2:17][CH3:18])[N:12]=2)[C:5](=[O:9])[N:6]([CH3:8])[CH:7]=1)(=[O:21])[CH3:20]. The catalyst class is: 379. (2) Reactant: [F:1][C:2]1[CH:3]=[C:4]([CH:7]=[CH:8][CH:9]=1)[C:5]#[N:6].C(N(C(C)C)CC)(C)C.Cl.[NH2:20][OH:21]. The catalyst class is: 8. Product: [F:1][C:2]1[CH:3]=[C:4]([CH:7]=[CH:8][CH:9]=1)[C:5]([NH:20][OH:21])=[NH:6]. (3) Reactant: [Cl:1][C:2]1[C:3]([N+:11]([O-])=O)=[C:4]2[C:8](=[CH:9][CH:10]=1)[NH:7][N:6]=[CH:5]2. Product: [Cl:1][C:2]1[C:3]([NH2:11])=[C:4]2[C:8](=[CH:9][CH:10]=1)[NH:7][N:6]=[CH:5]2. The catalyst class is: 45.